The task is: Predict the product of the given reaction.. This data is from Forward reaction prediction with 1.9M reactions from USPTO patents (1976-2016). (1) Given the reactants [OH:1][C:2]1[N:7]=[C:6]([N:8]2[N:12]=[CH:11][CH:10]=[N:9]2)[C:5]([C:13]([N:15]2[C@H:20]([CH3:21])[CH2:19][CH2:18][C@@H:17]([O:22][C:23]3[C:28]([CH3:29])=[C:27]([C:30]#[N:31])[CH:26]=[CH:25][N:24]=3)[CH2:16]2)=[O:14])=[CH:4][CH:3]=1.CC1C=CC(S(O[CH2:43][F:44])(=O)=O)=CC=1.C(=O)([O-])[O-].[K+].[K+].C([O-])(O)=O.[Na+], predict the reaction product. The product is: [F:44][CH2:43][O:1][C:2]1[N:7]=[C:6]([N:8]2[N:9]=[CH:10][CH:11]=[N:12]2)[C:5]([C:13]([N:15]2[C@H:20]([CH3:21])[CH2:19][CH2:18][C@@H:17]([O:22][C:23]3[C:28]([CH3:29])=[C:27]([C:30]#[N:31])[CH:26]=[CH:25][N:24]=3)[CH2:16]2)=[O:14])=[CH:4][CH:3]=1. (2) Given the reactants Cl.[CH3:2][NH:3][C:4]1[O:5][CH:6]=[C:7]([C:9]2[CH:16]=[CH:15][C:12]([CH2:13][NH2:14])=[CH:11][CH:10]=2)[N:8]=1.Cl.C(OC(NCC1C=CC(C2N=C(NC)OC=2)=CC=1)=O)(C)(C)C, predict the reaction product. The product is: [CH3:2][NH:3][C:4]1[O:5][CH:6]=[C:7]([C:9]2[CH:16]=[CH:15][C:12]([C:13]#[N:14])=[CH:11][CH:10]=2)[N:8]=1. (3) Given the reactants [NH2:1][O:2][C@@H:3]([CH2:16][C:17]([O:19][C:20]([CH3:23])([CH3:22])[CH3:21])=[O:18])[C:4]([O:6][CH2:7][C:8]1[CH:13]=[CH:12][C:11]([O:14][CH3:15])=[CH:10][CH:9]=1)=[O:5].[C:24]([O:28][C:29]([NH:31][C:32]1[S:33][C:34]([Cl:42])=[C:35]([C:37](=O)[C:38]([OH:40])=[O:39])[N:36]=1)=[O:30])([CH3:27])([CH3:26])[CH3:25], predict the reaction product. The product is: [C:20]([O:19][C:17](=[O:18])[CH2:16][C@H:3]([O:2]/[N:1]=[C:37](/[C:35]1[N:36]=[C:32]([NH:31][C:29]([O:28][C:24]([CH3:27])([CH3:26])[CH3:25])=[O:30])[S:33][C:34]=1[Cl:42])\[C:38]([OH:40])=[O:39])[C:4]([O:6][CH2:7][C:8]1[CH:13]=[CH:12][C:11]([O:14][CH3:15])=[CH:10][CH:9]=1)=[O:5])([CH3:23])([CH3:22])[CH3:21]. (4) Given the reactants C([N:8]1[CH:12]([CH:13]2[CH2:16][CH2:15][CH2:14]2)[CH2:11][C:10](=[O:17])[O:9]1)C1C=CC=CC=1.[H][H], predict the reaction product. The product is: [NH2:8][CH:12]([CH:13]1[CH2:16][CH2:15][CH2:14]1)[CH2:11][C:10]([OH:17])=[O:9]. (5) Given the reactants [H-].[Na+].Cl[CH2:4][C:5]([C:7]1[CH:12]=[CH:11][C:10]([O:13][CH3:14])=[CH:9][C:8]=1[NH:15][C:16](=[O:18])[CH3:17])=[O:6].Cl, predict the reaction product. The product is: [C:16]([N:15]1[C:8]2[C:7](=[CH:12][CH:11]=[C:10]([O:13][CH3:14])[CH:9]=2)[C:5](=[O:6])[CH2:4]1)(=[O:18])[CH3:17]. (6) Given the reactants [CH3:1][S:2]([C:5]1[CH:6]=[C:7]([C:11]2[S:15][C:14]([CH2:16][NH:17][S:18]([C:21]3[CH:26]=[CH:25][CH:24]=[CH:23][C:22]=3[C:27]([F:30])([F:29])[F:28])(=[O:20])=[O:19])=[CH:13][CH:12]=2)[CH:8]=[CH:9][CH:10]=1)(=[O:4])=[O:3].Br[CH2:32][CH:33]1[CH2:35][CH2:34]1.C(=O)([O-])[O-].[Cs+].[Cs+], predict the reaction product. The product is: [CH:33]1([CH2:32][N:17]([CH2:16][C:14]2[S:15][C:11]([C:7]3[CH:8]=[CH:9][CH:10]=[C:5]([S:2]([CH3:1])(=[O:3])=[O:4])[CH:6]=3)=[CH:12][CH:13]=2)[S:18]([C:21]2[CH:26]=[CH:25][CH:24]=[CH:23][C:22]=2[C:27]([F:30])([F:28])[F:29])(=[O:20])=[O:19])[CH2:35][CH2:34]1. (7) Given the reactants Br[C:2]1[S:17][C:5]2[N:6]([CH3:16])[C:7](=[O:15])[N:8]([CH2:11][CH2:12][CH2:13][OH:14])[C:9](=[O:10])[C:4]=2[C:3]=1[CH3:18].[Cl:19][C:20]1[CH:21]=[C:22](B(O)O)[CH:23]=[CH:24][C:25]=1[Cl:26].[O-]P([O-])([O-])=O.[K+].[K+].[K+], predict the reaction product. The product is: [Cl:19][C:20]1[CH:21]=[C:22]([C:2]2[S:17][C:5]3[N:6]([CH3:16])[C:7](=[O:15])[N:8]([CH2:11][CH2:12][CH2:13][OH:14])[C:9](=[O:10])[C:4]=3[C:3]=2[CH3:18])[CH:23]=[CH:24][C:25]=1[Cl:26].